From a dataset of Experimentally validated miRNA-target interactions with 360,000+ pairs, plus equal number of negative samples. Binary Classification. Given a miRNA mature sequence and a target amino acid sequence, predict their likelihood of interaction. (1) The miRNA is cel-miR-793 with sequence UGAGGUAUCUUAGUUAGACAGA. The protein sequence of the target gene is MRIFRPWRLRCPALHLPSFPTFSIKCSLPPLPTDEDMCKSVTTGEWKKVFYEKMEEVKPADSWDFIIDPNLKHNVLAPGWKQYLELHASGRFHCSWCWHTWQSPHVVILFHMYLDKAQRAGSVRMRVFKQLCYECGTARLDESSMLEENIESLVDNLITSLREQCYGERGGHYRIHVASRQDNRRHRGEFCEACQEGIVHWKPSEKLLEEEATTYTFSRAPSPTKPQAETGSGCNFCSIPWCLFWATVLMLIIYLQFSFRTSV. Result: 0 (no interaction). (2) The miRNA is hsa-miR-520a-3p with sequence AAAGUGCUUCCCUUUGGACUGU. The protein sequence of the target gene is MAASPHTLSSRLLTGCVGGSVWYLERRTIQDSPHKFLHLLRNVNKQWITFQHFSFLKRMYVTQLNRSHNQQVRPKPEPVASPFLEKTSSGQAKAEIYEMRPLSPPSLSLSRKPNEKELIELEPDSVIEDSIDVGKETKEEKRWKEMKLQVYDLPGILARLSKIKLTALVVSTTAAGFALAPGPFDWPCFLLTSVGTGLASCAANSINQFFEVPFDSNMNRTKNRPLVRGQISPLLAVSFATCCAVPGVAILTLGVNPLTGALGLFNIFLYTCCYTPLKRISIANTWVGAVVGAIPPVMGW.... Result: 1 (interaction).